From a dataset of Full USPTO retrosynthesis dataset with 1.9M reactions from patents (1976-2016). Predict the reactants needed to synthesize the given product. (1) Given the product [C:1]1([C:11]2[CH:16]=[CH:15][CH:14]=[CH:13][CH:12]=2)[CH:6]=[CH:5][CH:4]=[CH:3][C:2]=1[C:7]1[O:8][CH:17]=[N:10][N:9]=1, predict the reactants needed to synthesize it. The reactants are: [C:1]1([C:11]2[CH:16]=[CH:15][CH:14]=[CH:13][CH:12]=2)[C:2]([C:7]([NH:9][NH2:10])=[O:8])=[CH:3][CH:4]=[CH:5][CH:6]=1.[CH2:17](OC(OCC)OCC)C. (2) Given the product [CH2:30]([S:6][C:7]1[N:8]([C:17]2[CH:18]=[CH:19][C:20]([O:23][CH2:24][C:25]([F:28])([F:27])[F:26])=[CH:21][CH:22]=2)[C:9](=[O:16])[C:10]2[CH:15]=[CH:14][NH:13][C:11]=2[N:12]=1)[CH2:31][CH3:32], predict the reactants needed to synthesize it. The reactants are: C(=O)([O-])O.[Na+].[S:6]=[C:7]1[NH:12][C:11]2[NH:13][CH:14]=[CH:15][C:10]=2[C:9](=[O:16])[N:8]1[C:17]1[CH:22]=[CH:21][C:20]([O:23][CH2:24][C:25]([F:28])([F:27])[F:26])=[CH:19][CH:18]=1.I[CH2:30][CH2:31][CH3:32]. (3) Given the product [CH3:1][N:2]1[CH2:6][CH2:5][CH2:4][CH:3]1[CH2:7][O:8][C:9]1[CH:10]=[C:11]2[C:16](=[CH:17][CH:18]=1)[CH:15]=[C:14]([C:19]1[C:27]3[C:22](=[CH:23][CH:24]=[C:25]([C:28]([NH2:30])=[O:29])[CH:26]=3)[NH:21][N:20]=1)[CH:13]=[CH:12]2, predict the reactants needed to synthesize it. The reactants are: [CH3:1][N:2]1[CH2:6][CH2:5][CH2:4][CH:3]1[CH2:7][O:8][C:9]1[CH:10]=[C:11]2[C:16](=[CH:17][CH:18]=1)[CH:15]=[C:14]([C:19]1[C:27]3[C:22](=[CH:23][CH:24]=[C:25]([C:28]([NH2:30])=[O:29])[CH:26]=3)[N:21](C3CCCCO3)[N:20]=1)[CH:13]=[CH:12]2.